Dataset: Reaction yield outcomes from USPTO patents with 853,638 reactions. Task: Predict the reaction yield, written as a fraction of the theoretical maximum amount of product (1.0 means a 100% yield; for example, 0.34 means a 34% yield). (1) The reactants are [Cl:1][C:2]1[CH:8]=[C:7]([O:9][C:10]2[C:19]3[C:14](=[CH:15][C:16]([O:22][CH3:23])=[C:17]([O:20][CH3:21])[CH:18]=3)[N:13]=[CH:12][N:11]=2)[CH:6]=[CH:5][C:3]=1[NH2:4].Cl[C:25](Cl)([O:27]C(=O)OC(Cl)(Cl)Cl)Cl.[CH3:36][CH2:37][CH2:38][CH2:39][CH:40]([OH:45])[CH2:41][CH2:42][CH2:43][CH3:44].C(=O)(O)[O-].[Na+]. The catalyst is C(Cl)Cl.C(N(CC)CC)C.C1(C)C=CC=CC=1. The product is [Cl:1][C:2]1[CH:8]=[C:7]([O:9][C:10]2[C:19]3[C:14](=[CH:15][C:16]([O:22][CH3:23])=[C:17]([O:20][CH3:21])[CH:18]=3)[N:13]=[CH:12][N:11]=2)[CH:6]=[CH:5][C:3]=1[NH:4][C:25](=[O:27])[O:45][CH:40]([CH2:41][CH2:42][CH2:43][CH3:44])[CH2:39][CH2:38][CH2:37][CH3:36]. The yield is 0.490. (2) The reactants are [Cl:1][C:2]1[CH:7]=[CH:6][C:5]([N:8]([CH2:15][CH3:16])[CH:9]2[CH2:14][CH2:13][NH:12][CH2:11][CH2:10]2)=[CH:4][CH:3]=1.N1C(C)=CC=CC=1C.[I-].[K+].Br[CH2:28][CH2:29][CH:30]=[C:31]1[C:37]2[CH:38]=[CH:39][CH:40]=[N:41][C:36]=2[CH2:35][O:34][C:33]2[CH:42]=[CH:43][C:44]([C:46]([OH:49])([CH3:48])[CH3:47])=[CH:45][C:32]1=2. The catalyst is C(O)(C)C. The product is [Cl:1][C:2]1[CH:7]=[CH:6][C:5]([N:8]([CH2:15][CH3:16])[CH:9]2[CH2:14][CH2:13][N:12]([CH2:28][CH2:29][CH:30]=[C:31]3[C:37]4[CH:38]=[CH:39][CH:40]=[N:41][C:36]=4[CH2:35][O:34][C:33]4[CH:42]=[CH:43][C:44]([C:46]([OH:49])([CH3:48])[CH3:47])=[CH:45][C:32]3=4)[CH2:11][CH2:10]2)=[CH:4][CH:3]=1. The yield is 0.340. (3) The reactants are [NH2:1][C:2]1[CH:10]=[CH:9][CH:8]=[C:7]2[C:3]=1[C:4]([CH:20]1[CH2:22][CH2:21]1)=[N:5][N:6]2[CH2:11][C:12]1[N:17]=[C:16]([CH3:18])[C:15]([OH:19])=[CH:14][CH:13]=1.[C:23]([Si:27](Cl)([CH3:29])[CH3:28])([CH3:26])([CH3:25])[CH3:24].N1C=CN=C1. The catalyst is CN(C=O)C. The product is [Si:27]([O:19][C:15]1[CH:14]=[CH:13][C:12]([CH2:11][N:6]2[C:7]3[CH:8]=[CH:9][CH:10]=[C:2]([NH2:1])[C:3]=3[C:4]([CH:20]3[CH2:22][CH2:21]3)=[N:5]2)=[N:17][C:16]=1[CH3:18])([C:23]([CH3:26])([CH3:25])[CH3:24])([CH3:29])[CH3:28]. The yield is 0.970. (4) The reactants are C(OC([NH:11][CH:12]([CH2:23][CH2:24][P:25]([O:29][C:30]1[CH:35]=[CH:34][CH:33]=[C:32]([CH2:36][CH2:37][C:38]([O:40]CC2C=CC=CC=2)=[O:39])[CH:31]=1)([O:27][CH3:28])=[O:26])[C:13]([O:15]CC1C=CC=CC=1)=[O:14])=O)C1C=CC=CC=1.[H][H]. The catalyst is CO.O.[C].[Pd]. The product is [NH2:11][CH:12]([CH2:23][CH2:24][P:25]([O:29][C:30]1[CH:35]=[CH:34][CH:33]=[C:32]([CH2:36][CH2:37][C:38]([OH:40])=[O:39])[CH:31]=1)([O:27][CH3:28])=[O:26])[C:13]([OH:15])=[O:14]. The yield is 0.860. (5) The reactants are [Cl:1][C:2]1[CH:7]=[CH:6][CH:5]=[C:4]([Cl:8])[C:3]=1[CH2:9][CH2:10][C:11]1[C:15]([C:16](OC)=[O:17])=[C:14]([CH:20]([CH3:22])[CH3:21])[O:13][N:12]=1.[H-].C([Al+]CC(C)C)C(C)C.C1(C)C=CC=CC=1.[C@H](O)(C([O-])=O)[C@@H](O)C([O-])=O.[Na+].[K+]. The catalyst is C1COCC1.CO. The product is [Cl:1][C:2]1[CH:7]=[CH:6][CH:5]=[C:4]([Cl:8])[C:3]=1[CH2:9][CH2:10][C:11]1[C:15]([CH2:16][OH:17])=[C:14]([CH:20]([CH3:22])[CH3:21])[O:13][N:12]=1. The yield is 0.516. (6) The reactants are [Cl:1][C:2]1[CH:3]=[C:4]([C:8]2[O:12][N:11]=[CH:10][C:9]=2[CH2:13][CH2:14][C:15](OC)=[O:16])[CH:5]=[CH:6][CH:7]=1.[H-].C([Al+]CC(C)C)C(C)C.Cl. The catalyst is O1CCCC1. The product is [Cl:1][C:2]1[CH:3]=[C:4]([C:8]2[O:12][N:11]=[CH:10][C:9]=2[CH2:13][CH2:14][CH2:15][OH:16])[CH:5]=[CH:6][CH:7]=1. The yield is 0.950.